Dataset: Full USPTO retrosynthesis dataset with 1.9M reactions from patents (1976-2016). Task: Predict the reactants needed to synthesize the given product. Given the product [CH3:2][N:1]([C:6]([N:16]1[CH2:17][CH2:18][N:13]([C:19]([O:21][C:22]([CH3:25])([CH3:24])[CH3:23])=[O:20])[CH2:14][CH2:15]1)=[S:7])[NH2:27], predict the reactants needed to synthesize it. The reactants are: [N:1]1([C:6](N2C=CN=C2)=[S:7])C=CN=[CH:2]1.[N:13]1([C:19]([O:21][C:22]([CH3:25])([CH3:24])[CH3:23])=[O:20])[CH2:18][CH2:17][NH:16][CH2:15][CH2:14]1.C[NH:27]N.